Predict the product of the given reaction. From a dataset of Forward reaction prediction with 1.9M reactions from USPTO patents (1976-2016). (1) Given the reactants [CH3:1][O:2][C:3]1[CH:8]=[CH:7][C:6]([NH:9][C:10]2[N:11]=[N:12][C:13]([CH:16]([NH:18][C:19]([C:21]3[CH:25]=[CH:24][S:23][CH:22]=3)=O)[CH3:17])=[CH:14][N:15]=2)=[CH:5][CH:4]=1.P(Cl)(Cl)(Cl)=O, predict the reaction product. The product is: [CH3:17][C:16]1[N:18]=[C:19]([C:21]2[CH:25]=[CH:24][S:23][CH:22]=2)[N:12]2[C:13]=1[CH:14]=[N:15][C:10]([NH:9][C:6]1[CH:7]=[CH:8][C:3]([O:2][CH3:1])=[CH:4][CH:5]=1)=[N:11]2. (2) Given the reactants [CH:1]1([CH:4]([C:18]2[CH:23]=[CH:22][CH:21]=[CH:20][CH:19]=2)[NH:5][C:6]([C:8]2[CH:9]=[C:10]3[C:14](=[CH:15][CH:16]=2)[NH:13][N:12]=[C:11]3I)=[O:7])[CH2:3][CH2:2]1.[CH3:24][N:25]1[CH2:30][CH2:29][O:28][CH:27]([C:31]2[CH:36]=[CH:35][C:34](B3OC(C)(C)C(C)(C)O3)=[CH:33][CH:32]=2)[CH2:26]1, predict the reaction product. The product is: [CH:1]1([CH:4]([C:18]2[CH:23]=[CH:22][CH:21]=[CH:20][CH:19]=2)[NH:5][C:6]([C:8]2[CH:9]=[C:10]3[C:14](=[CH:15][CH:16]=2)[NH:13][N:12]=[C:11]3[C:34]2[CH:35]=[CH:36][C:31]([CH:27]3[O:28][CH2:29][CH2:30][N:25]([CH3:24])[CH2:26]3)=[CH:32][CH:33]=2)=[O:7])[CH2:3][CH2:2]1. (3) Given the reactants [F:1][C:2]([F:12])([F:11])[C:3]1[CH:4]=[C:5]([NH:9][NH2:10])[CH:6]=[CH:7][CH:8]=1.C([O-])(=O)C.[Na+].[N:18]1[CH:23]=[CH:22][C:21]([CH:24]=O)=[CH:20][CH:19]=1.[OH-].[NH4+], predict the reaction product. The product is: [N:18]1[CH:23]=[CH:22][C:21](/[CH:24]=[N:10]/[NH:9][C:5]2[CH:6]=[CH:7][CH:8]=[C:3]([C:2]([F:11])([F:12])[F:1])[CH:4]=2)=[CH:20][CH:19]=1. (4) Given the reactants C1(P(C2CCCCC2)C2C=CC=CC=2C2C(OC)=CC=CC=2OC)CCCCC1.C(=O)([O-])[O-].[K+].[K+].[OH:36][C:37]1[CH:38]=[CH:39][C:40](B2OC(C)(C)C(C)(C)O2)=[C:41]([CH:44]=1)[CH:42]=[O:43].[F:54][C:55]1[CH:56]=[CH:57][C:58]2[N:59]([CH:61]=[C:62]([C:64]([NH:66][C@H:67]3[CH2:72][CH2:71][C@@H:70]([N:73]4[C:78](=[O:79])[C:77]5[CH:80]=[C:81]([F:84])[CH:82]=[N:83][C:76]=5[N:75]([C:85]5[CH:90]=[CH:89][CH:88]=[C:87](I)[CH:86]=5)[C:74]4=[O:92])[CH2:69][CH2:68]3)=[O:65])[N:63]=2)[CH:60]=1, predict the reaction product. The product is: [F:54][C:55]1[CH:56]=[CH:57][C:58]2[N:59]([CH:61]=[C:62]([C:64]([NH:66][C@H:67]3[CH2:72][CH2:71][C@@H:70]([N:73]4[C:78](=[O:79])[C:77]5[CH:80]=[C:81]([F:84])[CH:82]=[N:83][C:76]=5[N:75]([C:85]5[CH:90]=[C:89]([C:40]6[CH:39]=[CH:38][C:37]([OH:36])=[CH:44][C:41]=6[CH:42]=[O:43])[CH:88]=[CH:87][CH:86]=5)[C:74]4=[O:92])[CH2:69][CH2:68]3)=[O:65])[N:63]=2)[CH:60]=1. (5) Given the reactants [CH3:1][C:2]1[O:6][C:5](=O)[NH:4][C:3]=1[C:8]1[CH:13]=[CH:12][CH:11]=[CH:10][CH:9]=1.P(Cl)(Cl)([Cl:16])=O.N1C=CC=CC=1.O, predict the reaction product. The product is: [Cl:16][C:5]1[O:6][C:2]([CH3:1])=[C:3]([C:8]2[CH:13]=[CH:12][CH:11]=[CH:10][CH:9]=2)[N:4]=1. (6) Given the reactants [N:1]1([C:6]2[CH:11]=[CH:10][C:9]([C:12]3[O:16][C:15]([NH:17][C:18]4[CH:19]=[CH:20][CH:21]=[C:22]5[C:27]=4[CH2:26][C:25](=[O:28])[CH2:24][CH2:23]5)=[N:14][CH:13]=3)=[CH:8][CH:7]=2)[CH2:5][CH2:4][CH2:3][CH2:2]1.FC(F)(F)C1C=CC(C2OC(NC3C=CC=C4C=3CC(=O)CC4)=NC=2)=CC=1, predict the reaction product. The product is: [N:1]1([C:6]2[CH:7]=[CH:8][C:9]([C:12]3[O:16][C:15]([NH:17][C:18]4[CH:19]=[CH:20][CH:21]=[C:22]5[C:27]=4[CH2:26][CH:25]([OH:28])[CH2:24][CH2:23]5)=[N:14][CH:13]=3)=[CH:10][CH:11]=2)[CH2:5][CH2:4][CH2:3][CH2:2]1. (7) Given the reactants ClC1C=CC(S(N[C@@H]2CCCC[C@H]2CO)(=O)=O)=CC=1.C(=O)([O-])[O-].[Cs+].[Cs+].BrCC1C=CC(C2OC=CN=2)=CC=1.[Cl:39][C:40]1[CH:45]=[CH:44][C:43]([S:46]([N:49]([CH2:58][C:59]2[CH:64]=[CH:63][C:62]([C:65]3[O:66][CH:67]=[CH:68][N:69]=3)=[C:61](F)[C:60]=2F)[C@@H:50]2[CH2:55][CH2:54][CH2:53][CH2:52][C@H:51]2[CH2:56][OH:57])(=[O:48])=[O:47])=[CH:42][CH:41]=1, predict the reaction product. The product is: [Cl:39][C:40]1[CH:45]=[CH:44][C:43]([S:46]([N:49]([C@@H:50]2[CH2:55][CH2:54][CH2:53][CH2:52][C@H:51]2[CH2:56][OH:57])[CH2:58][C:59]2[CH:60]=[CH:61][C:62]([C:65]3[O:66][CH:67]=[CH:68][N:69]=3)=[CH:63][CH:64]=2)(=[O:48])=[O:47])=[CH:42][CH:41]=1.